This data is from Forward reaction prediction with 1.9M reactions from USPTO patents (1976-2016). The task is: Predict the product of the given reaction. (1) Given the reactants C(OC([N:8]1[CH2:11][CH:10]([OH:12])[CH2:9]1)=O)(C)(C)C.[H-].[Na+].[Br:15][C:16]1[CH:17]=[CH:18][C:19]([O:24][CH2:25][C:26]2[CH:31]=[CH:30][CH:29]=[C:28]([Cl:32])[CH:27]=2)=[C:20]([CH:23]=1)[CH2:21]Cl, predict the reaction product. The product is: [Br:15][C:16]1[CH:17]=[CH:18][C:19]([O:24][CH2:25][C:26]2[CH:31]=[CH:30][CH:29]=[C:28]([Cl:32])[CH:27]=2)=[C:20]([CH:23]=1)[CH2:21][O:12][CH:10]1[CH2:9][NH:8][CH2:11]1. (2) Given the reactants Br[C:2]1[S:6][C:5]([CH2:7][N:8]([CH3:16])[C:9](=[O:15])[O:10][C:11]([CH3:14])([CH3:13])[CH3:12])=[N:4][C:3]=1[C:17]1[CH:22]=[CH:21][CH:20]=[CH:19][C:18]=1[F:23].[SH:24][CH2:25][CH2:26][C:27]([O:29][CH2:30][CH:31]([CH2:36][CH3:37])[CH2:32][CH2:33][CH2:34][CH3:35])=[O:28].C(=O)([O-])[O-].[Cs+].[Cs+].O, predict the reaction product. The product is: [C:11]([O:10][C:9]([N:8]([CH2:7][C:5]1[S:6][C:2]([S:24][CH2:25][CH2:26][C:27]([O:29][CH2:30][CH:31]([CH2:36][CH3:37])[CH2:32][CH2:33][CH2:34][CH3:35])=[O:28])=[C:3]([C:17]2[CH:22]=[CH:21][CH:20]=[CH:19][C:18]=2[F:23])[N:4]=1)[CH3:16])=[O:15])([CH3:14])([CH3:13])[CH3:12]. (3) Given the reactants [C:1]1([N:7]2[CH:11]=[CH:10][C:9](C(O)=O)=[N:8]2)[CH:6]=[CH:5][CH:4]=[CH:3][CH:2]=1.[Cl:15][C:16]1[CH:17]=[C:18]([N:22]2[CH2:27][CH2:26][NH:25][CH2:24][CH2:23]2)[CH:19]=[CH:20][CH:21]=1.C(Cl)(=O)[C:29](Cl)=[O:30], predict the reaction product. The product is: [Cl:15][C:16]1[CH:17]=[C:18]([N:22]2[CH2:27][CH2:26][N:25]([C:29]([C:11]3[N:7]([C:1]4[CH:2]=[CH:3][CH:4]=[CH:5][CH:6]=4)[N:8]=[CH:9][CH:10]=3)=[O:30])[CH2:24][CH2:23]2)[CH:19]=[CH:20][CH:21]=1. (4) Given the reactants [CH:1]1([CH2:6][C@H:7]([CH2:18][C:19]([O:21][C:22]([CH3:25])([CH3:24])[CH3:23])=[O:20])[C:8]([N:10]2[C@H:14]([C:15](O)=[O:16])[CH2:13][CH:12]=[N:11]2)=[O:9])[CH2:5][CH2:4][CH2:3][CH2:2]1.[N:26]1[CH:31]=[CH:30][CH:29]=[CH:28][C:27]=1[NH2:32].CCN(C(C)C)C(C)C.N1C2C(=NC=CC=2)N(O)N=1.C(Cl)CCl, predict the reaction product. The product is: [CH:1]1([CH2:6][C@@H:7]([C:8](=[O:9])[N:10]2[C@H:14]([C:15]([NH:32][C:27]3[CH:28]=[CH:29][CH:30]=[CH:31][N:26]=3)=[O:16])[CH2:13][CH:12]=[N:11]2)[CH2:18][C:19]([O:21][C:22]([CH3:24])([CH3:25])[CH3:23])=[O:20])[CH2:2][CH2:3][CH2:4][CH2:5]1. (5) The product is: [NH:33]1[CH:32]=[C:31]([C:2]2[N:7]3[CH:8]=[CH:9][N:10]=[C:6]3[CH:5]=[C:4]([C:11]3[CH:16]=[CH:15][C:14]([N:17]4[CH2:22][CH2:21][O:20][CH2:19][CH2:18]4)=[CH:13][CH:12]=3)[N:3]=2)[CH:35]=[N:34]1. Given the reactants Cl[C:2]1[N:7]2[CH:8]=[CH:9][N:10]=[C:6]2[CH:5]=[C:4]([C:11]2[CH:16]=[CH:15][C:14]([N:17]3[CH2:22][CH2:21][O:20][CH2:19][CH2:18]3)=[CH:13][CH:12]=2)[N:3]=1.CC1(C)C(C)(C)OB([C:31]2[CH:32]=[N:33][NH:34][CH:35]=2)O1.C(=O)([O-])[O-].[K+].[K+], predict the reaction product. (6) Given the reactants [C:1]([C:3]1[C:4](O)=[N:5][C:6]([CH2:14][N:15]2[CH2:19][CH2:18][CH2:17][C:16]2=[O:20])=[C:7]([CH:13]=1)[C:8]([O:10][CH2:11][CH3:12])=[O:9])#[N:2].[CH2:22]([S:29]([NH:32][C:33]([CH:35]1[CH2:40][CH2:39][NH:38][CH2:37][CH2:36]1)=[O:34])(=[O:31])=[O:30])[C:23]1[CH:28]=[CH:27][CH:26]=[CH:25][CH:24]=1.F[P-](F)(F)(F)(F)F.Br[P+](N1CCCC1)(N1CCCC1)N1CCCC1.CCN(C(C)C)C(C)C.Cl, predict the reaction product. The product is: [CH2:22]([S:29]([NH:32][C:33]([CH:35]1[CH2:40][CH2:39][N:38]([C:4]2[C:3]([C:1]#[N:2])=[CH:13][C:7]([C:8]([O:10][CH2:11][CH3:12])=[O:9])=[C:6]([CH2:14][N:15]3[CH2:19][CH2:18][CH2:17][C:16]3=[O:20])[N:5]=2)[CH2:37][CH2:36]1)=[O:34])(=[O:30])=[O:31])[C:23]1[CH:24]=[CH:25][CH:26]=[CH:27][CH:28]=1. (7) Given the reactants [CH3:1][O:2][C:3](=[O:17])[C@@H:4]([O:14][CH2:15][CH3:16])[CH2:5][C:6]1[CH:11]=[CH:10][C:9]([OH:12])=[CH:8][C:7]=1[CH3:13].Cl[CH2:19][C:20]1[N:21]=[C:22]([C:26]2[CH:31]=[CH:30][C:29]([F:32])=[C:28]([CH3:33])[CH:27]=2)[O:23][C:24]=1[CH3:25].C(=O)([O-])[O-].[Cs+].[Cs+].[I-].[K+], predict the reaction product. The product is: [CH3:1][O:2][C:3](=[O:17])[C@@H:4]([O:14][CH2:15][CH3:16])[CH2:5][C:6]1[CH:11]=[CH:10][C:9]([O:12][CH2:19][C:20]2[N:21]=[C:22]([C:26]3[CH:31]=[CH:30][C:29]([F:32])=[C:28]([CH3:33])[CH:27]=3)[O:23][C:24]=2[CH3:25])=[CH:8][C:7]=1[CH3:13].